This data is from Reaction yield outcomes from USPTO patents with 853,638 reactions. The task is: Predict the reaction yield, written as a fraction of the theoretical maximum amount of product (1.0 means a 100% yield; for example, 0.34 means a 34% yield). (1) The reactants are [C:1]1([C:7]([N:9]=[C:10]=[S:11])=[O:8])[CH:6]=[CH:5][CH:4]=[CH:3][CH:2]=1.[CH3:12][O:13][C:14]1[CH:15]=[C:16]2[C:21](=[CH:22][C:23]=1[O:24][CH3:25])[N:20]=[CH:19][CH:18]=[C:17]2[O:26][C:27]1[CH:33]=[CH:32][C:30]([NH2:31])=[CH:29][C:28]=1[CH3:34].C1(C)C=CC=CC=1. The catalyst is C(O)C. The product is [C:7]([NH:9][C:10]([NH:31][C:30]1[CH:32]=[CH:33][C:27]([O:26][C:17]2[C:16]3[C:21](=[CH:22][C:23]([O:24][CH3:25])=[C:14]([O:13][CH3:12])[CH:15]=3)[N:20]=[CH:19][CH:18]=2)=[C:28]([CH3:34])[CH:29]=1)=[S:11])(=[O:8])[C:1]1[CH:6]=[CH:5][CH:4]=[CH:3][CH:2]=1. The yield is 0.800. (2) The reactants are [S:1]1[CH:5]=[C:4](B(O)O)[C:3]2[CH:9]=[CH:10][CH:11]=[CH:12][C:2]1=2.[CH3:13][NH:14][C:15]1[CH:20]=[CH:19][CH:18]=[CH:17][CH:16]=1.O.O=[CH:23][C:24]([OH:26])=[O:25]. The catalyst is C(#N)C. The product is [S:1]1[CH:5]=[C:4]([CH:23]([N:14]([CH3:13])[C:15]2[CH:20]=[CH:19][CH:18]=[CH:17][CH:16]=2)[C:24]([OH:26])=[O:25])[C:3]2[CH:9]=[CH:10][CH:11]=[CH:12][C:2]1=2. The yield is 0.700. (3) The reactants are [Cl:1][C:2]1[N:7]=[C:6](Cl)[C:5]([F:9])=[CH:4][N:3]=1.[NH2:10][C:11]1[CH:12]=[C:13]2[C:17](=[CH:18][CH:19]=1)[NH:16][C:15]([CH3:20])=[CH:14]2.Cl. The catalyst is CO.O. The product is [Cl:1][C:2]1[N:7]=[C:6]([NH:10][C:11]2[CH:12]=[C:13]3[C:17](=[CH:18][CH:19]=2)[NH:16][C:15]([CH3:20])=[CH:14]3)[C:5]([F:9])=[CH:4][N:3]=1. The yield is 0.780. (4) The reactants are C(=O)([O-])[O-].[K+].[K+].C([S:10][CH:11]1[CH2:16][CH2:15][N:14]([CH:17]([C:23]2[CH:28]=[CH:27][CH:26]=[CH:25][C:24]=2[F:29])[C:18]([CH:20]2[CH2:22][CH2:21]2)=[O:19])[CH2:13]/[C:12]/1=[CH:30]\[C:31]1[CH:35]=[CH:34][N:33]([CH2:36][C:37]2[CH:42]=[CH:41][CH:40]=[CH:39][N:38]=2)[N:32]=1)(=O)C.[ClH:43].C(#N)C. The catalyst is CO. The product is [ClH:43].[ClH:43].[CH:20]1([C:18](=[O:19])[CH:17]([N:14]2[CH2:15][CH2:16][CH:11]([SH:10])/[C:12](=[CH:30]/[C:31]3[CH:35]=[CH:34][N:33]([CH2:36][C:37]4[CH:42]=[CH:41][CH:40]=[CH:39][N:38]=4)[N:32]=3)/[CH2:13]2)[C:23]2[CH:28]=[CH:27][CH:26]=[CH:25][C:24]=2[F:29])[CH2:22][CH2:21]1. The yield is 0.800. (5) The reactants are [CH3:1][C:2]1[O:3][C:4]2[CH:10]=[C:9]([NH2:11])[CH:8]=[CH:7][C:5]=2[CH:6]=1.[C:12]([C:14](=[C:19](SC)SC)[C:15]([O:17][CH3:18])=[O:16])#[N:13].[NH2:24][C@H:25]1[CH2:31][CH2:30][CH2:29][CH2:28][N:27]([CH2:32][C:33]([N:35]2[CH2:39][CH2:38][CH2:37][CH2:36]2)=[O:34])[C:26]1=[O:40]. The catalyst is C(#N)C. The product is [CH3:18][O:17][C:15](=[O:16])[C:14]([C:12]#[N:13])=[C:19]([NH:24][C@H:25]1[CH2:31][CH2:30][CH2:29][CH2:28][N:27]([CH2:32][C:33](=[O:34])[N:35]2[CH2:36][CH2:37][CH2:38][CH2:39]2)[C:26]1=[O:40])[NH:11][C:9]1[CH:8]=[CH:7][C:5]2[CH:6]=[C:2]([CH3:1])[O:3][C:4]=2[CH:10]=1. The yield is 0.110. (6) The reactants are [Li][CH2:2]CCC.[Br:6][C:7]1[CH:15]=[CH:14][C:10]([C:11]([OH:13])=[O:12])=[C:9]([CH3:16])[CH:8]=1.CI.O. The catalyst is C1COCC1. The product is [Br:6][C:7]1[CH:15]=[CH:14][C:10]([C:11]([OH:13])=[O:12])=[C:9]([CH2:16][CH3:2])[CH:8]=1. The yield is 0.670. (7) The reactants are C(OC([N:8]1[CH2:12][CH2:11][CH2:10][CH:9]1[C:13]1[NH:14][C:15]([C:18]2[CH:23]=[CH:22][C:21]([C:24]3[CH:29]=[CH:28][C:27]([C:30]4[NH:31][C:32]([CH:35]5[CH2:39][CH2:38][CH2:37][N:36]5[C:40](=[O:53])[CH:41]([NH:48][C:49]([O:51][CH3:52])=[O:50])[CH2:42][CH2:43][C:44]([F:47])([F:46])[F:45])=[N:33][CH:34]=4)=[CH:26][CH:25]=3)=[CH:20][CH:19]=2)=[CH:16][N:17]=1)=O)(C)(C)C.FC(F)(F)C(O)=O. The catalyst is ClCCl. The product is [CH3:52][O:51][C:49](=[O:50])[NH:48][CH:41]([C:40]([N:36]1[CH2:37][CH2:38][CH2:39][CH:35]1[C:32]1[NH:31][C:30]([C:27]2[CH:26]=[CH:25][C:24]([C:21]3[CH:22]=[CH:23][C:18]([C:15]4[NH:14][C:13]([CH:9]5[CH2:10][CH2:11][CH2:12][NH:8]5)=[N:17][CH:16]=4)=[CH:19][CH:20]=3)=[CH:29][CH:28]=2)=[CH:34][N:33]=1)=[O:53])[CH2:42][CH2:43][C:44]([F:46])([F:45])[F:47]. The yield is 0.920. (8) The reactants are Br[CH2:2][C:3]1[CH:8]=[CH:7][CH:6]=[CH:5][C:4]=1[O:9][CH3:10].[O:11]1[CH:15]=[CH:14][CH:13]=[C:12]1[CH2:16][NH:17][S:18]([C:21]1[CH:29]=[CH:28][C:24]([C:25]([OH:27])=[O:26])=[CH:23][CH:22]=1)(=[O:20])=[O:19]. No catalyst specified. The product is [O:11]1[CH:15]=[CH:14][CH:13]=[C:12]1[CH2:16][N:17]([CH2:2][C:3]1[CH:8]=[CH:7][CH:6]=[CH:5][C:4]=1[O:9][CH3:10])[S:18]([C:21]1[CH:29]=[CH:28][C:24]([C:25]([OH:27])=[O:26])=[CH:23][CH:22]=1)(=[O:20])=[O:19]. The yield is 0.350. (9) The reactants are CCN(C(C)C)C(C)C.Cl[C:11]1[CH:12]=[CH:13][C:14]2[N:15]([C:17]([C:20]([F:23])([F:22])[F:21])=[N:18][N:19]=2)[N:16]=1.[NH:24]1[CH2:29][CH2:28][CH:27]([C:30]2[CH:51]=[CH:50][C:33]([O:34][CH2:35][CH2:36][N:37]3[CH2:42][CH2:41][N:40]([C:43]([O:45][C:46]([CH3:49])([CH3:48])[CH3:47])=[O:44])[CH2:39][CH2:38]3)=[CH:32][CH:31]=2)[CH2:26][CH2:25]1. The catalyst is CN(C=O)C. The product is [F:21][C:20]([F:23])([F:22])[C:17]1[N:15]2[N:16]=[C:11]([N:24]3[CH2:29][CH2:28][CH:27]([C:30]4[CH:51]=[CH:50][C:33]([O:34][CH2:35][CH2:36][N:37]5[CH2:42][CH2:41][N:40]([C:43]([O:45][C:46]([CH3:47])([CH3:49])[CH3:48])=[O:44])[CH2:39][CH2:38]5)=[CH:32][CH:31]=4)[CH2:26][CH2:25]3)[CH:12]=[CH:13][C:14]2=[N:19][N:18]=1. The yield is 0.970. (10) The reactants are [C:1](Cl)([CH3:3])=[O:2].[C:5]([SiH2:9][O:10][C:11]([CH3:22])([CH3:21])[C:12]1[CH:13]=[C:14]([CH:17]=[CH:18][C:19]=1[Cl:20])[CH2:15][NH2:16])([CH3:8])([CH3:7])[CH3:6].CCN(C(C)C)C(C)C. The catalyst is C(Cl)Cl. The product is [C:5]([SiH2:9][O:10][C:11]([CH3:22])([CH3:21])[C:12]1[CH:13]=[C:14]([CH:17]=[CH:18][C:19]=1[Cl:20])[CH2:15][NH:16][C:1](=[O:2])[CH3:3])([CH3:8])([CH3:6])[CH3:7]. The yield is 0.910.